From a dataset of Catalyst prediction with 721,799 reactions and 888 catalyst types from USPTO. Predict which catalyst facilitates the given reaction. (1) Reactant: C(OC(=O)[NH:7][CH2:8][CH2:9][NH:10][C:11]1[N:20]=[C:19]([N:21]([C:23]2[CH:28]=[CH:27][C:26]([O:29][CH3:30])=[C:25]([O:31][CH3:32])[CH:24]=2)[CH3:22])[C:18]2[C:13](=[CH:14][CH:15]=[CH:16][CH:17]=2)[N:12]=1)(C)(C)C. Product: [NH2:7][CH2:8][CH2:9][NH:10][C:11]1[N:20]=[C:19]([N:21]([C:23]2[CH:28]=[CH:27][C:26]([O:29][CH3:30])=[C:25]([O:31][CH3:32])[CH:24]=2)[CH3:22])[C:18]2[C:13](=[CH:14][CH:15]=[CH:16][CH:17]=2)[N:12]=1. The catalyst class is: 55. (2) Reactant: [C:1]([O:10][CH3:11])(=[O:9])[C:2]1[C:3](=[CH:5][CH:6]=[CH:7][CH:8]=1)[OH:4].C(=O)([O-])[O-].[K+].[K+].[CH2:18](I)[CH:19]([CH3:21])[CH3:20].Cl. Product: [CH2:18]([O:4][C:3]1[CH:5]=[CH:6][CH:7]=[CH:8][C:2]=1[C:1]([O:10][CH3:11])=[O:9])[CH:19]([CH3:21])[CH3:20]. The catalyst class is: 255. (3) Reactant: [Cl:1][C:2]1[CH:7]=[CH:6][CH:5]=[CH:4][C:3]=1[O:8][CH2:9][C:10]([NH:12][NH:13][C:14](=[S:16])[NH2:15])=O.CS(O)(=O)=O. Product: [Cl:1][C:2]1[CH:7]=[CH:6][CH:5]=[CH:4][C:3]=1[O:8][CH2:9][C:10]1[S:16][C:14]([NH2:15])=[N:13][N:12]=1. The catalyst class is: 11. (4) Reactant: [CH2:1]([O:3][C:4]([C:6]1[C:7]([C:12]2[CH:17]=[CH:16][CH:15]=[CH:14][CH:13]=2)=[N:8][O:9][C:10]=1[CH3:11])=[O:5])[CH3:2].[Br:18]N1C(=O)CCC1=O. Product: [CH2:1]([O:3][C:4]([C:6]1[C:7]([C:12]2[CH:17]=[CH:16][CH:15]=[CH:14][CH:13]=2)=[N:8][O:9][C:10]=1[CH2:11][Br:18])=[O:5])[CH3:2]. The catalyst class is: 340. (5) Reactant: [Br:1][C:2]1[C:3]([C:8]([OH:10])=O)=[N:4][CH:5]=[CH:6][CH:7]=1.F[P-](F)(F)(F)(F)F.N1(OC(N(C)C)=[N+](C)C)C2N=CC=CC=2N=N1.CCN(C(C)C)C(C)C.[NH:44]1[C:52]2[C:47](=[C:48]([C:53]3[CH:54]=[C:55]([NH2:62])[C:56]4[CH:57]=[N:58][NH:59][C:60]=4[CH:61]=3)[CH:49]=[CH:50][CH:51]=2)[CH:46]=[CH:45]1. Product: [Br:1][C:2]1[C:3]([C:8]([NH:62][C:55]2[CH:54]=[C:53]([C:48]3[CH:49]=[CH:50][CH:51]=[C:52]4[C:47]=3[CH:46]=[CH:45][NH:44]4)[CH:61]=[C:60]3[C:56]=2[CH:57]=[N:58][NH:59]3)=[O:10])=[N:4][CH:5]=[CH:6][CH:7]=1. The catalyst class is: 85.